Dataset: Forward reaction prediction with 1.9M reactions from USPTO patents (1976-2016). Task: Predict the product of the given reaction. (1) Given the reactants [NH2-].[Na+].[CH2:3]1[C:11]2[C:6](=[CH:7][CH:8]=[CH:9][CH:10]=2)[CH2:5][CH:4]1[NH:12][C:13]1[CH:18]=[CH:17][CH:16]=[CH:15][CH:14]=1.Cl.Cl[CH2:21][CH2:22][CH:23]1[CH2:27][CH2:26][CH2:25][N:24]1[CH3:28], predict the reaction product. The product is: [CH2:5]1[C:6]2[C:11](=[CH:10][CH:9]=[CH:8][CH:7]=2)[CH2:3][CH:4]1[N:12]([CH2:21][CH2:22][CH:23]1[CH2:27][CH2:26][CH2:25][N:24]1[CH3:28])[C:13]1[CH:18]=[CH:17][CH:16]=[CH:15][CH:14]=1. (2) Given the reactants CO[C:3]([C:5]1[C:14]2[C:9](=[CH:10][CH:11]=[CH:12][C:13]=2[CH:15]=[O:16])[CH:8]=[CH:7][CH:6]=1)=[O:4].[CH3:17][O:18][C:19](=[O:24])[CH2:20][N+:21]([O-:23])=[O:22].C(OCC)(=O)C.Cl, predict the reaction product. The product is: [CH3:17][O:18][C:19](=[O:24])[CH:20]([N+:21]([O-:23])=[O:22])[CH:15]1[C:13]2[C:14]3[C:9](=[CH:8][CH:7]=[CH:6][C:5]=3[C:3](=[O:4])[O:16]1)[CH:10]=[CH:11][CH:12]=2. (3) The product is: [F:15][C:11]1[CH:10]=[C:9]2[C:14](=[CH:13][CH:12]=1)[N:6]([CH2:5][C:4]([OH:35])=[O:3])[C:7]([CH3:34])=[C:8]2[CH2:16][C:17]1[CH:22]=[CH:21][CH:20]=[C:19]([S:23]([CH2:26][C:27]2[CH:32]=[CH:31][C:30]([F:33])=[CH:29][CH:28]=2)(=[O:25])=[O:24])[CH:18]=1. Given the reactants C([O:3][C:4](=[O:35])[CH2:5][N:6]1[C:14]2[C:9](=[CH:10][C:11]([F:15])=[CH:12][CH:13]=2)[C:8]([CH2:16][C:17]2[CH:22]=[CH:21][CH:20]=[C:19]([S:23]([CH2:26][C:27]3[CH:32]=[CH:31][C:30]([F:33])=[CH:29][CH:28]=3)(=[O:25])=[O:24])[CH:18]=2)=[C:7]1[CH3:34])C.[OH-].[K+].Cl, predict the reaction product. (4) The product is: [CH2:31]([N:35]1[CH:39]=[C:38]([C:2]2[CH:11]=[C:10]3[C:5]([CH:6]=[N:7][C:8]([NH:12][C:13]4[CH:18]=[CH:17][C:16]([S:19]([NH:22][CH2:23][CH2:24][CH2:25][N:26]5[CH2:30][CH2:29][CH2:28][CH2:27]5)(=[O:20])=[O:21])=[CH:15][CH:14]=4)=[N:9]3)=[CH:4][CH:3]=2)[CH:37]=[N:36]1)[CH:32]([CH3:34])[CH3:33]. Given the reactants Br[C:2]1[CH:11]=[C:10]2[C:5]([CH:6]=[N:7][C:8]([NH:12][C:13]3[CH:18]=[CH:17][C:16]([S:19]([NH:22][CH2:23][CH2:24][CH2:25][N:26]4[CH2:30][CH2:29][CH2:28][CH2:27]4)(=[O:21])=[O:20])=[CH:15][CH:14]=3)=[N:9]2)=[CH:4][CH:3]=1.[CH2:31]([N:35]1[CH:39]=[C:38](B2OC(C)(C)C(C)(C)O2)[CH:37]=[N:36]1)[CH:32]([CH3:34])[CH3:33].C(=O)([O-])[O-].[K+].[K+].O, predict the reaction product. (5) The product is: [NH2:13][C:9]1[CH:10]=[CH:11][CH:12]=[C:5]([NH:4][CH:1]([CH3:3])[CH3:2])[C:6]=1[C:7]#[N:8]. Given the reactants [CH:1]([NH:4][C:5]1[CH:12]=[CH:11][CH:10]=[C:9]([N+:13]([O-])=O)[C:6]=1[C:7]#[N:8])([CH3:3])[CH3:2].Cl, predict the reaction product. (6) Given the reactants [N+:1]([C:4]1[CH:17]=[CH:16][C:7]([O:8][C:9]2[CH:14]=[CH:13][N:12]=[C:11]([NH2:15])[CH:10]=2)=[CH:6][CH:5]=1)([O-:3])=[O:2].[CH2:18]([N:20]([CH2:23][CH3:24])[CH2:21]C)[CH3:19].[O:25]1CCCC1, predict the reaction product. The product is: [N+:1]([C:4]1[CH:17]=[CH:16][C:7]([O:8][C:9]2[CH:14]=[CH:13][N:12]=[C:11]([NH:15][C:21]([N:20]3[CH2:23][CH2:24][CH2:19][CH2:18]3)=[O:25])[CH:10]=2)=[CH:6][CH:5]=1)([O-:3])=[O:2].